The task is: Predict the reactants needed to synthesize the given product.. This data is from Full USPTO retrosynthesis dataset with 1.9M reactions from patents (1976-2016). Given the product [Br:1][C:2]1[CH:3]=[CH:4][C:5]([C:8](=[O:14])[CH2:9][CH2:10][C:11]([O:13][CH3:20])=[O:12])=[CH:6][CH:7]=1, predict the reactants needed to synthesize it. The reactants are: [Br:1][C:2]1[CH:7]=[CH:6][C:5]([C:8](=[O:14])[CH2:9][CH2:10][C:11]([OH:13])=[O:12])=[CH:4][CH:3]=1.OS(O)(=O)=O.[CH3:20]O.